This data is from Reaction yield outcomes from USPTO patents with 853,638 reactions. The task is: Predict the reaction yield, written as a fraction of the theoretical maximum amount of product (1.0 means a 100% yield; for example, 0.34 means a 34% yield). (1) The reactants are [O:1]=[C:2]1[C:7]([CH2:8][C:9]2[CH:14]=[CH:13][C:12]([C:15]3[C:16]([C:21]#[N:22])=[CH:17][CH:18]=[CH:19][CH:20]=3)=[CH:11][CH:10]=2)=[C:6]([CH2:23][CH2:24][CH3:25])[N:5]2[N:26]=[CH:27][N:28]=[C:4]2[N:3]1[CH:29]1[CH2:34][CH2:33][CH:32]([O:35][CH2:36][CH:37]=[CH2:38])[CH2:31][CH2:30]1.C(N(CC)CC)C.[OH:46][N:47]=[C:48](Cl)[CH3:49]. The catalyst is C(Cl)Cl. The product is [CH3:49][C:48]1[CH2:38][CH:37]([CH2:36][O:35][C@H:32]2[CH2:31][CH2:30][C@H:29]([N:3]3[C:2](=[O:1])[C:7]([CH2:8][C:9]4[CH:10]=[CH:11][C:12]([C:15]5[C:16]([C:21]#[N:22])=[CH:17][CH:18]=[CH:19][CH:20]=5)=[CH:13][CH:14]=4)=[C:6]([CH2:23][CH2:24][CH3:25])[N:5]4[N:26]=[CH:27][N:28]=[C:4]34)[CH2:34][CH2:33]2)[O:46][N:47]=1. The yield is 0.280. (2) The reactants are Br[C:2]1[CH:7]=[CH:6][C:5]([Br:8])=[CH:4][CH:3]=1.[CH:9]1[C:21]2[NH:20][C:19]3[C:14](=[CH:15][CH:16]=[CH:17][CH:18]=3)[C:13]=2[CH:12]=[CH:11][CH:10]=1.C(=O)([O-])[O-].[K+].[K+].C1OCCOCCOCCOCCOCCOC1.CC1N(C(N(C)C)=O)C1. The catalyst is [Cu](I)I. The product is [Br:8][C:5]1[CH:6]=[CH:7][C:2]([N:20]2[C:21]3[CH:9]=[CH:10][CH:11]=[CH:12][C:13]=3[C:14]3[C:19]2=[CH:18][CH:17]=[CH:16][CH:15]=3)=[CH:3][CH:4]=1. The yield is 0.350. (3) The product is [CH2:1]([NH:3][C:4](=[O:24])[NH:5][C:6]1[N:11]=[CH:10][C:9]([C:62]2[CH:63]=[CH:64][C:56]([F:55])=[C:57]([CH:61]=2)[C:58]([OH:60])=[O:59])=[C:8]([C:15]2[S:16][CH:17]=[C:18]([C:20]([F:23])([F:22])[F:21])[N:19]=2)[CH:7]=1)[CH3:2]. The reactants are [CH2:1]([NH:3][C:4](=[O:24])[NH:5][C:6]1[N:11]=[CH:10][C:9](B(O)O)=[C:8]([C:15]2[S:16][CH:17]=[C:18]([C:20]([F:23])([F:22])[F:21])[N:19]=2)[CH:7]=1)[CH3:2].C(NC(NC1C=C(C2SC=C(C(F)(F)F)N=2)C(B2OC(C)(C)C(C)(C)O2)=CN=1)=O)C.[F:55][C:56]1[CH:64]=[CH:63][C:62](I)=[CH:61][C:57]=1[C:58]([OH:60])=[O:59].C(=O)([O-])[O-].[Cs+].[Cs+].Cl. The catalyst is O1CCOCC1.O.CCOC(C)=O. The yield is 0.602. (4) The reactants are Br[C:2]1[CH:3]=[C:4]2[C:9](=[CH:10][CH:11]=1)[N:8]=[CH:7][C:6]([C:12]([CH:14]1[CH2:16][CH2:15]1)=[O:13])=[C:5]2[NH:17][C:18]1[CH:19]=[CH:20][C:21]([NH:24][CH:25]2[CH2:29][CH2:28][N:27](C(OC(C)(C)C)=O)[CH2:26]2)=[N:22][CH:23]=1.[Cl:37][C:38]1[CH:43]=[C:42](B2OC(C)(C)C(C)(C)O2)[CH:41]=[C:40]([Cl:53])[C:39]=1[OH:54]. No catalyst specified. The product is [CH:14]1([C:12]([C:6]2[CH:7]=[N:8][C:9]3[C:4]([C:5]=2[NH:17][C:18]2[CH:23]=[N:22][C:21]([NH:24][CH:25]4[CH2:29][CH2:28][NH:27][CH2:26]4)=[CH:20][CH:19]=2)=[CH:3][C:2]([C:42]2[CH:43]=[C:38]([Cl:37])[C:39]([OH:54])=[C:40]([Cl:53])[CH:41]=2)=[CH:11][CH:10]=3)=[O:13])[CH2:16][CH2:15]1. The yield is 0.450. (5) The reactants are C(OC([N:8](C(OC(C)(C)C)=O)[C:9]1[C:14]([C:15]2[O:19][C:18]([C:20]3[CH:25]=[CH:24][C:23]([CH2:26][N:27](C)[C:28](=O)OC(C)(C)C)=[CH:22][CH:21]=3)=[N:17][N:16]=2)=[CH:13][C:12]([C:36]2[CH:41]=[CH:40][C:39]([S:42]([CH:45]([CH3:47])[CH3:46])(=[O:44])=[O:43])=[CH:38][N:37]=2)=[CH:11][N:10]=1)=O)(C)(C)C.C(O)(C(F)(F)F)=O. The catalyst is C(Cl)Cl. The product is [CH:45]([S:42]([C:39]1[CH:40]=[CH:41][C:36]([C:12]2[CH:13]=[C:14]([C:15]3[O:19][C:18]([C:20]4[CH:21]=[CH:22][C:23]([CH2:26][NH:27][CH3:28])=[CH:24][CH:25]=4)=[N:17][N:16]=3)[C:9]([NH2:8])=[N:10][CH:11]=2)=[N:37][CH:38]=1)(=[O:43])=[O:44])([CH3:47])[CH3:46]. The yield is 0.160. (6) The reactants are [Cl:1][C:2]1[CH:3]=[CH:4][C:5]([O:23][CH3:24])=[C:6]([C@@:8]2([F:22])[C:16]3[C:11](=[CH:12][C:13]([C:17]([F:20])([F:19])[F:18])=[CH:14][CH:15]=3)[NH:10][C:9]2=[O:21])[CH:7]=1.C(Cl)(Cl)=O.ClC1C=CC(OC)=C([C@@]2(F)C3C(=CC(C(F)(F)F)=CC=3)N(C(Cl)=O)C2=O)C=1.Cl[C:57]([OH:59])=[O:58].OCCC[O:64][P:65](=[O:76])([O:71]C(C)(C)C)[O:66][C:67](C)([CH3:69])[CH3:68]. The catalyst is ClCCl.N1C=CC=CC=1. The product is [P:65]([O:66][CH:67]([CH3:69])[CH2:68][O:59][C:57]([N:10]1[C:11]2[C:16](=[CH:15][CH:14]=[C:13]([C:17]([F:20])([F:19])[F:18])[CH:12]=2)[C@@:8]([C:6]2[CH:7]=[C:2]([Cl:1])[CH:3]=[CH:4][C:5]=2[O:23][CH3:24])([F:22])[C:9]1=[O:21])=[O:58])([OH:76])([OH:71])=[O:64]. The yield is 0.630. (7) The reactants are [H-].[Na+].[CH3:3][NH:4][C:5]1[CH:10]=[CH:9][CH:8]=[CH:7][N:6]=1.[Cl:11][C:12]1[CH:13]=[C:14]([N+:19]([O-:21])=[O:20])[CH:15]=[CH:16][C:17]=1F. The catalyst is CC(N(C)C)=O. The product is [Cl:11][C:12]1[CH:13]=[C:14]([N+:19]([O-:21])=[O:20])[CH:15]=[CH:16][C:17]=1[N:4]([CH3:3])[C:5]1[CH:10]=[CH:9][CH:8]=[CH:7][N:6]=1. The yield is 0.170.